From a dataset of Full USPTO retrosynthesis dataset with 1.9M reactions from patents (1976-2016). Predict the reactants needed to synthesize the given product. (1) The reactants are: C(O[C:4](=[O:26])[C:5]([C:8]1[CH:13]=[CH:12][CH:11]=[C:10]([O:14][CH2:15][CH2:16][N:17]([C:19]([O:21][C:22]([CH3:25])([CH3:24])[CH3:23])=[O:20])[CH3:18])[CH:9]=1)([F:7])[F:6])C.Cl.[NH2:28][CH2:29][C:30]1[CH:31]=[C:32]2[C:36](=[CH:37][CH:38]=1)[C:35](=[O:39])[N:34]([CH:40]1[CH2:45][CH2:44][C:43](=[O:46])[NH:42][C:41]1=[O:47])[CH2:33]2.C(N(C(C)C)CC)(C)C.F[P-](F)(F)(F)(F)F.CN(C(N(C)C)=[N+]1C2C(=NC=CC=2)[N+]([O-])=N1)C. Given the product [O:47]=[C:41]1[CH:40]([N:34]2[CH2:33][C:32]3[C:36](=[CH:37][CH:38]=[C:30]([CH2:29][NH:28][C:4](=[O:26])[C:5]([C:8]4[CH:9]=[C:10]([CH:11]=[CH:12][CH:13]=4)[O:14][CH2:15][CH2:16][N:17]([CH3:18])[C:19](=[O:20])[O:21][C:22]([CH3:23])([CH3:24])[CH3:25])([F:6])[F:7])[CH:31]=3)[C:35]2=[O:39])[CH2:45][CH2:44][C:43](=[O:46])[NH:42]1, predict the reactants needed to synthesize it. (2) Given the product [CH2:12]([C:7]1[C:6]([C:16]#[N:17])=[C:5]([C:18]2[CH:23]=[CH:22][C:21]([CH3:24])=[CH:20][CH:19]=2)[C:4]2[C:9](=[CH:10][CH:11]=[C:2](/[CH:28]=[CH:27]/[CH:25]=[O:26])[CH:3]=2)[N:8]=1)[CH:13]([CH3:14])[CH3:15], predict the reactants needed to synthesize it. The reactants are: Br[C:2]1[CH:3]=[C:4]2[C:9](=[CH:10][CH:11]=1)[N:8]=[C:7]([CH2:12][CH:13]([CH3:15])[CH3:14])[C:6]([C:16]#[N:17])=[C:5]2[C:18]1[CH:23]=[CH:22][C:21]([CH3:24])=[CH:20][CH:19]=1.[CH:25]([CH:27]=[CH2:28])=[O:26].C(N(CC)CC)C.CN(C)C=O.